Dataset: KCNQ2 potassium channel screen with 302,405 compounds. Task: Binary Classification. Given a drug SMILES string, predict its activity (active/inactive) in a high-throughput screening assay against a specified biological target. (1) The molecule is S(=O)(=O)(N(CC(=O)Nc1cccnc1)c1c(OC)cccc1)c1ccccc1. The result is 0 (inactive). (2) The molecule is O=C1CC(CC(NNC(=O)c2ccc(N)cc2)=C1)(C)C. The result is 0 (inactive). (3) The result is 0 (inactive). The compound is Clc1c(S(=O)(=O)N2CC(OC(C2)C)C)cc(C(=O)N(CC2Oc3c(OC2)cccc3)CC)cc1. (4) The drug is O1C(=CC(=O)/C(=C(/O)/C=C\c2c(OC)cc(OC)cc2)C1=O)C. The result is 0 (inactive). (5) The molecule is O=C(NC1CCCc2c1cccc2)COC(=O)/C=C(/C)C. The result is 0 (inactive).